Dataset: Peptide-MHC class II binding affinity with 134,281 pairs from IEDB. Task: Regression. Given a peptide amino acid sequence and an MHC pseudo amino acid sequence, predict their binding affinity value. This is MHC class II binding data. (1) The peptide sequence is CATALDLASNKSVVV. The binding affinity (normalized) is 0.517. The MHC is DRB1_0101 with pseudo-sequence DRB1_0101. (2) The peptide sequence is GIKAVYNFATCGIFA. The MHC is H-2-IAb with pseudo-sequence H-2-IAb. The binding affinity (normalized) is 0.298. (3) The peptide sequence is ENYAKKFKTGMHHLY. The MHC is DRB1_0101 with pseudo-sequence DRB1_0101. The binding affinity (normalized) is 0.700. (4) The peptide sequence is AAATAGTTVYGAFYA. The MHC is HLA-DQA10501-DQB10301 with pseudo-sequence HLA-DQA10501-DQB10301. The binding affinity (normalized) is 0.654. (5) The MHC is DRB5_0101 with pseudo-sequence DRB5_0101. The binding affinity (normalized) is 0. The peptide sequence is ITVHTGDQHQVGNET.